The task is: Predict the product of the given reaction.. This data is from Forward reaction prediction with 1.9M reactions from USPTO patents (1976-2016). (1) Given the reactants [H-].[Na+].[CH3:3][NH:4][CH2:5][CH2:6][CH2:7][OH:8].[Cl:9][C:10]1[C:15]([C:16]2[C:21]([F:22])=[CH:20][C:19](F)=[CH:18][C:17]=2[F:24])=[C:14]([NH:25][C@@H:26]([CH3:31])[C:27]([F:30])([F:29])[F:28])[N:13]2[N:32]=[CH:33][N:34]=[C:12]2[N:11]=1.[C:35]([OH:42])(=[O:41])[CH2:36][CH2:37][C:38]([OH:40])=[O:39], predict the reaction product. The product is: [OH2:8].[OH2:39].[C:35]([OH:42])(=[O:41])[CH2:36][CH2:37][C:38]([OH:40])=[O:39].[Cl:9][C:10]1[C:15]([C:16]2[C:21]([F:22])=[CH:20][C:19]([O:8][CH2:7][CH2:6][CH2:5][NH:4][CH3:3])=[CH:18][C:17]=2[F:24])=[C:14]([NH:25][C@@H:26]([CH3:31])[C:27]([F:29])([F:30])[F:28])[N:13]2[N:32]=[CH:33][N:34]=[C:12]2[N:11]=1. (2) Given the reactants [Si:1]([O:8][CH2:9][C:10]1[CH:11]=[CH:12][C:13]([NH:16][C:17](=[O:25])OC2C=CC=CC=2)=[N:14][CH:15]=1)([C:4]([CH3:7])([CH3:6])[CH3:5])([CH3:3])[CH3:2].[C:26]([C:30]1[CH:34]=[C:33]([CH2:35][NH2:36])[N:32]([C:37]2[CH:42]=[CH:41][CH:40]=[C:39]([Cl:43])[CH:38]=2)[N:31]=1)([CH3:29])([CH3:28])[CH3:27], predict the reaction product. The product is: [C:26]([C:30]1[CH:34]=[C:33]([CH2:35][NH:36][C:17]([NH:16][C:13]2[CH:12]=[CH:11][C:10]([CH2:9][O:8][Si:1]([C:4]([CH3:5])([CH3:6])[CH3:7])([CH3:2])[CH3:3])=[CH:15][N:14]=2)=[O:25])[N:32]([C:37]2[CH:42]=[CH:41][CH:40]=[C:39]([Cl:43])[CH:38]=2)[N:31]=1)([CH3:29])([CH3:27])[CH3:28].